This data is from Reaction yield outcomes from USPTO patents with 853,638 reactions. The task is: Predict the reaction yield, written as a fraction of the theoretical maximum amount of product (1.0 means a 100% yield; for example, 0.34 means a 34% yield). (1) The reactants are [F:1][C:2]1[CH:7]=[CH:6][C:5]([C:8]2[O:9][CH:10]=[C:11]([C:13]([CH3:17])([CH3:16])[CH2:14][NH2:15])[N:12]=2)=[CH:4][CH:3]=1.[Cl:18][C:19]1[CH:27]=[CH:26][C:25]([C:28]#[N:29])=[CH:24][C:20]=1[C:21](O)=[O:22]. No catalyst specified. The product is [Cl:18][C:19]1[CH:27]=[CH:26][C:25]([C:28]#[N:29])=[CH:24][C:20]=1[C:21]([NH:15][CH2:14][C:13]([C:11]1[N:12]=[C:8]([C:5]2[CH:4]=[CH:3][C:2]([F:1])=[CH:7][CH:6]=2)[O:9][CH:10]=1)([CH3:17])[CH3:16])=[O:22]. The yield is 0.440. (2) The reactants are [CH:1]1([NH2:7])[CH2:6][CH2:5][CH2:4][CH2:3][CH2:2]1.C([O:10][C:11]([C:13]1[C:14](=[O:32])[N:15]([CH2:24][C:25]2[CH:30]=[CH:29][C:28]([F:31])=[CH:27][CH:26]=2)[C:16]2[C:21]([C:22]=1[OH:23])=[CH:20][CH:19]=[CH:18][CH:17]=2)=O)C. The yield is 0.870. The product is [CH:1]1([NH:7][C:11]([C:13]2[C:14](=[O:32])[N:15]([CH2:24][C:25]3[CH:26]=[CH:27][C:28]([F:31])=[CH:29][CH:30]=3)[C:16]3[C:21]([C:22]=2[OH:23])=[CH:20][CH:19]=[CH:18][CH:17]=3)=[O:10])[CH2:6][CH2:5][CH2:4][CH2:3][CH2:2]1. The catalyst is C1(C)C=CC=CC=1.O. (3) The reactants are [S:1]1[C:5]2[CH:6]=[CH:7][CH:8]=[CH:9][C:4]=2[N:3]=[C:2]1[C:10]1[CH:28]=[CH:27][C:13]2[N:14]([CH:21]3[CH2:26][CH2:25][O:24][CH2:23][CH2:22]3)[C:15]([CH2:17][N:18]([CH3:20])[CH3:19])=[N:16][C:12]=2[CH:11]=1.O1CCOCC1.[ClH:35]. The catalyst is C(OCC)C. The product is [ClH:35].[S:1]1[C:5]2[CH:6]=[CH:7][CH:8]=[CH:9][C:4]=2[N:3]=[C:2]1[C:10]1[CH:28]=[CH:27][C:13]2[N:14]([CH:21]3[CH2:22][CH2:23][O:24][CH2:25][CH2:26]3)[C:15]([CH2:17][N:18]([CH3:20])[CH3:19])=[N:16][C:12]=2[CH:11]=1. The yield is 0.969. (4) The reactants are Cl[CH2:2][C:3]1[CH:8]=[CH:7][CH:6]=[CH:5][N:4]=1.[OH:9][C:10]1[CH:15]=[CH:14][C:13]([NH:16][C:17]2[C:26]3[C:21](=[CH:22][CH:23]=[CH:24][C:25]=3[O:27][CH2:28][CH2:29][N:30]([CH3:34])[C:31](=[O:33])[CH3:32])[N:20]=[CH:19][N:18]=2)=[CH:12][C:11]=1[CH3:35]. No catalyst specified. The product is [CH3:34][N:30]([CH2:29][CH2:28][O:27][C:25]1[CH:24]=[CH:23][CH:22]=[C:21]2[C:26]=1[C:17]([NH:16][C:13]1[CH:14]=[CH:15][C:10]([O:9][CH2:2][C:3]3[CH:8]=[CH:7][CH:6]=[CH:5][N:4]=3)=[C:11]([CH3:35])[CH:12]=1)=[N:18][CH:19]=[N:20]2)[C:31](=[O:33])[CH3:32]. The yield is 0.110. (5) The reactants are C[O:2][C:3](=O)[C:4]1[CH:9]=[CH:8][C:7]([Br:10])=[CH:6][C:5]=1[CH2:11]Br.[NH3:14]. No catalyst specified. The product is [Br:10][C:7]1[CH:6]=[C:5]2[C:4](=[CH:9][CH:8]=1)[C:3](=[O:2])[NH:14][CH2:11]2. The yield is 0.650.